Dataset: Full USPTO retrosynthesis dataset with 1.9M reactions from patents (1976-2016). Task: Predict the reactants needed to synthesize the given product. (1) The reactants are: [F:1][C:2]1[CH:7]=[CH:6][C:5]([C:8]2([C:29]3[CH:34]=[CH:33][C:32]([F:35])=[CH:31][CH:30]=3)[CH2:12][CH2:11][N:10]([CH2:13][CH2:14][N:15]3[CH2:20][CH2:19][N:18](C(OC(C)(C)C)=O)[CH2:17][CH2:16]3)[C:9]2=[O:28])=[CH:4][CH:3]=1.FC(F)(F)C(O)=O.C(N(CC)CC)C. Given the product [F:35][C:32]1[CH:33]=[CH:34][C:29]([C:8]2([C:5]3[CH:4]=[CH:3][C:2]([F:1])=[CH:7][CH:6]=3)[CH2:12][CH2:11][N:10]([CH2:13][CH2:14][N:15]3[CH2:20][CH2:19][NH:18][CH2:17][CH2:16]3)[C:9]2=[O:28])=[CH:30][CH:31]=1, predict the reactants needed to synthesize it. (2) Given the product [CH:35]1([CH:20]2[C:19]3=[CH:18][N:17]([CH2:38][O:39][CH2:40][CH2:41][Si:42]([CH3:45])([CH3:44])[CH3:43])[N:16]=[C:15]3[C:8]3[CH:9]=[C:10]([F:14])[C:11]([F:13])=[CH:12][C:7]=3[N:21]2[S:22]([C:25]2[CH:30]=[CH:29][C:28]([C:31]([F:34])([F:33])[F:32])=[CH:27][CH:26]=2)(=[O:24])=[O:23])[CH2:37][CH2:36]1, predict the reactants needed to synthesize it. The reactants are: C([O-])(=O)C.[Cs+].Br[C:7]1[CH:12]=[C:11]([F:13])[C:10]([F:14])=[CH:9][C:8]=1[C:15]1[C:19]([CH:20]([CH:35]2[CH2:37][CH2:36]2)[NH:21][S:22]([C:25]2[CH:30]=[CH:29][C:28]([C:31]([F:34])([F:33])[F:32])=[CH:27][CH:26]=2)(=[O:24])=[O:23])=[CH:18][N:17]([CH2:38][O:39][CH2:40][CH2:41][Si:42]([CH3:45])([CH3:44])[CH3:43])[N:16]=1. (3) Given the product [N:1]1[CH:6]=[CH:5][CH:4]=[CH:3][C:2]=1[C:7]([C:9]1[C:17]2[O:16][CH2:15][CH2:14][C:13]=2[CH:12]=[C:11]([N+:18]([O-:20])=[O:19])[CH:10]=1)=[O:8], predict the reactants needed to synthesize it. The reactants are: [N:1]1[CH:6]=[CH:5][CH:4]=[CH:3][C:2]=1[C:7]([C:9]1[C:17]2[O:16][CH2:15][CH2:14][C:13]=2[CH:12]=[CH:11][CH:10]=1)=[O:8].[N+:18]([O-])([OH:20])=[O:19].[OH-].[Na+]. (4) Given the product [C:1]([C:5]1[N:10]=[C:9]([O:11][CH2:12][CH3:13])[C:8]([C:14]2[N:15]([C:35]([N:38]3[CH2:39][CH2:40][CH:41]([N:44]4[CH2:50][CH2:49][C:48](=[O:51])[NH:47][CH2:46][CH2:45]4)[CH2:42][CH2:43]3)=[O:36])[C:16]([C:28]3[CH:33]=[CH:32][C:31]([Cl:34])=[CH:30][CH:29]=3)([CH3:27])[C:17]([C:20]3[CH:25]=[CH:24][C:23]([Cl:26])=[CH:22][CH:21]=3)([CH3:19])[N:18]=2)=[CH:7][N:6]=1)([CH3:2])([CH3:3])[CH3:4], predict the reactants needed to synthesize it. The reactants are: [C:1]([C:5]1[N:10]=[C:9]([O:11][CH2:12][CH3:13])[C:8]([C:14]2[N:15]([C:35](Cl)=[O:36])[C:16]([C:28]3[CH:33]=[CH:32][C:31]([Cl:34])=[CH:30][CH:29]=3)([CH3:27])[C:17]([C:20]3[CH:25]=[CH:24][C:23]([Cl:26])=[CH:22][CH:21]=3)([CH3:19])[N:18]=2)=[CH:7][N:6]=1)([CH3:4])([CH3:3])[CH3:2].[NH:38]1[CH2:43][CH2:42][CH:41]([N:44]2[CH2:50][CH2:49][C:48](=[O:51])[NH:47][CH2:46][CH2:45]2)[CH2:40][CH2:39]1. (5) Given the product [CH3:7][N:6]1[C:2]([C:18]2[CH:19]=[N:15][NH:16][CH:17]=2)=[CH:3][CH:4]=[N:5]1, predict the reactants needed to synthesize it. The reactants are: I[C:2]1[N:6]([CH3:7])[N:5]=[CH:4][CH:3]=1.C(OC([N:15]1[CH:19]=[C:18](B(O)O)[CH:17]=[N:16]1)=O)(C)(C)C.C(=O)([O-])[O-].[Na+].[Na+].C(O)C.